The task is: Regression. Given a peptide amino acid sequence and an MHC pseudo amino acid sequence, predict their binding affinity value. This is MHC class II binding data.. This data is from Peptide-MHC class II binding affinity with 134,281 pairs from IEDB. (1) The MHC is DRB1_0404 with pseudo-sequence DRB1_0404. The binding affinity (normalized) is 0.249. The peptide sequence is YNFATCGLIGLVTFL. (2) The peptide sequence is SELRELCLNYIEQDE. The MHC is DRB1_0101 with pseudo-sequence DRB1_0101. The binding affinity (normalized) is 0.0522. (3) The peptide sequence is IVLNHMTGAQSGKGT. The MHC is HLA-DPA10201-DPB10101 with pseudo-sequence HLA-DPA10201-DPB10101. The binding affinity (normalized) is 0.108. (4) The binding affinity (normalized) is 0.259. The MHC is DRB1_0802 with pseudo-sequence DRB1_0802. The peptide sequence is KKGAGGITIKKTGQA.